From a dataset of Forward reaction prediction with 1.9M reactions from USPTO patents (1976-2016). Predict the product of the given reaction. (1) The product is: [CH2:11]([N:18]1[C:26]2[C:21](=[CH:22][CH:23]=[CH:24][CH:25]=2)[C:20]2([O:27][CH:1]3[C:10]4[C:5]([CH:4]=[CH:3][N:2]3[C:36]3[CH:37]=[CH:38][CH:39]=[CH:40][C:35]2=3)=[CH:6][CH:7]=[CH:8][CH:9]=4)[C:19]1=[O:28])[C:12]1[CH:13]=[CH:14][CH:15]=[CH:16][CH:17]=1. Given the reactants [CH:1]1[C:10]2[C:5](=[CH:6][CH:7]=[CH:8][CH:9]=2)[CH:4]=[CH:3][N:2]=1.[CH2:11]([N:18]1[C:26]2[C:21](=[CH:22][CH:23]=[CH:24][CH:25]=2)[C:20](=[O:27])[C:19]1=[O:28])[C:12]1[CH:17]=[CH:16][CH:15]=[CH:14][CH:13]=1.FC(F)(F)S(O[C:35]1[CH:40]=[CH:39][CH:38]=[CH:37][C:36]=1[Si](C)(C)C)(=O)=O.[F-].[K+].O1CCOCCOCCOCCOCCOCC1, predict the reaction product. (2) Given the reactants [CH3:1][O:2][C:3]1[CH:22]=[CH:21][CH:20]=[CH:19][C:4]=1[CH2:5][NH:6][C:7]1[CH:16]=[CH:15][C:14]2[C:9](=[CH:10][CH:11]=[C:12]([CH2:17][OH:18])[CH:13]=2)[N:8]=1.[C:23]1(O)[CH:28]=[CH:27][CH:26]=[CH:25][CH:24]=1.C1(P(C2C=CC=CC=2)C2C=CC=CC=2)C=CC=CC=1.N(C(OC(C)C)=O)=NC(OC(C)C)=O, predict the reaction product. The product is: [CH3:1][O:2][C:3]1[CH:22]=[CH:21][CH:20]=[CH:19][C:4]=1[CH2:5][NH:6][C:7]1[CH:16]=[CH:15][C:14]2[C:9](=[CH:10][CH:11]=[C:12]([CH2:17][O:18][C:23]3[CH:28]=[CH:27][CH:26]=[CH:25][CH:24]=3)[CH:13]=2)[N:8]=1. (3) Given the reactants [Cl:1][C:2]1[C:10]2[C:5](=[CH:6][CH:7]=[CH:8][CH:9]=2)[NH:4][C:3]=1[C:11]#[N:12].[N-:13]=[N+:14]=[N-:15].[Na+].[Cl-].[NH4+].I[CH3:20], predict the reaction product. The product is: [Cl:1][C:2]1[C:10]2[C:5](=[CH:6][CH:7]=[CH:8][CH:9]=2)[NH:4][C:3]=1[C:11]1[N:13]=[N:14][N:15]([CH3:20])[N:12]=1. (4) Given the reactants [NH:1]1[CH:8]=[C:7]([CH2:9][C:10]([O:12]CC)=[O:11])[C:5](=[O:6])[NH:4][C:2]1=S.ClCC(O)=[O:18].Cl, predict the reaction product. The product is: [NH:1]1[CH:8]=[C:7]([CH2:9][C:10]([OH:12])=[O:11])[C:5](=[O:6])[NH:4][C:2]1=[O:18]. (5) Given the reactants [F:1][C:2]([F:11])([F:10])[CH:3]([OH:9])[C:4]([O:6][CH2:7][CH3:8])=[O:5].Cl[C:13](Cl)([O:15]C(=O)OC(Cl)(Cl)Cl)Cl.C(N(CC)CC)C.[Cl:31][C:32]1[CH:37]=[CH:36][C:35]([CH:38]([C:47]2[CH:52]=[CH:51][C:50]([Cl:53])=[CH:49][CH:48]=2)[N:39]2[CH2:46][CH:45]3[CH:41]([CH2:42][NH:43][CH2:44]3)[CH2:40]2)=[CH:34][CH:33]=1, predict the reaction product. The product is: [Cl:31][C:32]1[CH:33]=[CH:34][C:35]([CH:38]([C:47]2[CH:52]=[CH:51][C:50]([Cl:53])=[CH:49][CH:48]=2)[N:39]2[CH2:40][CH:41]3[CH2:42][N:43]([C:13]([O:9][CH:3]([C:2]([F:10])([F:11])[F:1])[C:4]([O:6][CH2:7][CH3:8])=[O:5])=[O:15])[CH2:44][CH:45]3[CH2:46]2)=[CH:36][CH:37]=1. (6) The product is: [OH:28][C:27]([C:22]1[CH:21]=[CH:20][C:19]2[C:24](=[CH:25][CH:26]=[C:17]([C:15]([NH:14][CH3:13])=[O:16])[CH:18]=2)[CH:23]=1)([C:29]1[N:30]=[CH:31][N:32]([C:34]([C:35]2[CH:40]=[CH:39][CH:38]=[CH:37][CH:36]=2)([C:41]2[CH:42]=[CH:43][CH:44]=[CH:45][CH:46]=2)[C:47]2[CH:52]=[CH:51][CH:50]=[CH:49][CH:48]=2)[CH:33]=1)[CH2:56][C:55]([O:58][CH2:59][CH3:60])=[O:57]. Given the reactants C(NC(C)C)(C)C.C([Li])CCC.[CH3:13][NH:14][C:15]([C:17]1[CH:26]=[CH:25][C:24]2[C:19](=[CH:20][CH:21]=[C:22]([C:27]([C:29]3[N:30]=[CH:31][N:32]([C:34]([C:47]4[CH:52]=[CH:51][CH:50]=[CH:49][CH:48]=4)([C:41]4[CH:46]=[CH:45][CH:44]=[CH:43][CH:42]=4)[C:35]4[CH:40]=[CH:39][CH:38]=[CH:37][CH:36]=4)[CH:33]=3)=[O:28])[CH:23]=2)[CH:18]=1)=[O:16].[Cl-].[NH4+].[C:55]([O:58][CH2:59][CH3:60])(=[O:57])[CH3:56], predict the reaction product. (7) The product is: [Cl:8][C:9]1[CH:17]=[CH:16][C:12]([C:13]([NH:58][CH2:59][CH2:60][CH2:61][NH:62][C:63](=[O:69])[O:64][C:65]([CH3:67])([CH3:66])[CH3:68])=[O:14])=[CH:11][C:10]=1[NH:18][C:19]([C:21]1[C:32](=[O:33])[NH:31][C:24]2[N:25]=[C:26]([O:29][CH3:30])[N:27]=[CH:28][C:23]=2[CH:22]=1)=[O:20]. Given the reactants C(N(CC)CC)C.[Cl:8][C:9]1[CH:17]=[CH:16][C:12]([C:13](O)=[O:14])=[CH:11][C:10]=1[NH:18][C:19]([C:21]1[C:32](=[O:33])[NH:31][C:24]2[N:25]=[C:26]([O:29][CH3:30])[N:27]=[CH:28][C:23]=2[CH:22]=1)=[O:20].CN(C(ON1N=NC2C=CC=NC1=2)=[N+](C)C)C.F[P-](F)(F)(F)(F)F.[NH2:58][CH2:59][CH2:60][CH2:61][NH:62][C:63](=[O:69])[O:64][C:65]([CH3:68])([CH3:67])[CH3:66], predict the reaction product. (8) Given the reactants [CH:1]1([O:5][C:6]([NH:8][C@H:9]2[CH2:14][CH2:13][CH2:12][CH2:11][C@@H:10]2[N:15]2[C:19]([C:20]3[CH:25]=[CH:24][CH:23]=[CH:22][CH:21]=3)=[C:18]([C:26]([O:28]CC)=[O:27])[N:17]=[CH:16]2)=[O:7])[CH2:4][CH2:3][CH2:2]1.[OH-].[Na+].Cl, predict the reaction product. The product is: [CH:1]1([O:5][C:6]([NH:8][C@H:9]2[CH2:14][CH2:13][CH2:12][CH2:11][C@@H:10]2[N:15]2[C:19]([C:20]3[CH:21]=[CH:22][CH:23]=[CH:24][CH:25]=3)=[C:18]([C:26]([OH:28])=[O:27])[N:17]=[CH:16]2)=[O:7])[CH2:2][CH2:3][CH2:4]1.